Dataset: Full USPTO retrosynthesis dataset with 1.9M reactions from patents (1976-2016). Task: Predict the reactants needed to synthesize the given product. (1) Given the product [N+:1]([C:4]1[N:8]=[CH:7][N:6]([C:9]2[CH:16]=[CH:15][C:14](/[CH:17]=[CH:18]/[CH:20]([C:25]3[CH:26]=[C:27]([Cl:33])[C:28]([Cl:32])=[C:29]([Cl:31])[CH:30]=3)[C:21]([F:23])([F:22])[F:24])=[CH:13][C:10]=2[C:11]#[N:12])[N:5]=1)([O-:3])=[O:2], predict the reactants needed to synthesize it. The reactants are: [N+:1]([C:4]1[N:8]=[CH:7][N:6]([C:9]2[CH:16]=[CH:15][C:14]([CH:17]=[CH2:18])=[CH:13][C:10]=2[C:11]#[N:12])[N:5]=1)([O-:3])=[O:2].Br[CH:20]([C:25]1[CH:26]=[C:27]([Cl:33])[C:28]([Cl:32])=[C:29]([Cl:31])[CH:30]=1)[C:21]([F:24])([F:23])[F:22].N1C=CC=CC=1C1C=CC=CN=1. (2) Given the product [NH:28]([C:76]([CH3:78])=[O:77])[C@H:26]([C:59]([NH:29][C@H:30]([C:56]([NH:1][CH2:8][CH3:7])=[O:58])[CH2:31][CH2:32][CH2:33][NH:34][C:35](=[NH:55])[NH2:36])=[O:61])[C@H:88]([CH2:87][CH3:86])[CH3:83].[F:79][C:78]([F:81])([F:80])[C:76]([O-:82])=[O:77], predict the reactants needed to synthesize it. The reactants are: [N:1]1(C(OCC2C3C(=CC=CC=3)C3C2=CC=CC=3)=O)[CH2:8][CH2:7]C[C@H]1C(O)=O.[CH2:26]([NH-:28])C.[NH:29]([C:59]([O:61]CC1C2C(=CC=CC=2)C2C1=CC=CC=2)=O)[C@H:30]([C:56]([OH:58])=O)[CH2:31][CH2:32][CH2:33][NH:34][C:35](=[NH:55])[NH:36]S(C1C(C)=C(C)C2OC(C)(C)CCC=2C=1C)(=O)=O.[C:76]([OH:82])([C:78]([F:81])([F:80])[F:79])=[O:77].[C:83]1(OC)[CH:88]=[CH:87][CH:86]=CC=1.O.